Task: Predict the reaction yield, written as a fraction of the theoretical maximum amount of product (1.0 means a 100% yield; for example, 0.34 means a 34% yield).. Dataset: Reaction yield outcomes from USPTO patents with 853,638 reactions (1) The reactants are Br[C:2]1[CH:7]=[CH:6][C:5]([CH2:8][C@H:9]([NH:13][C:14](=[O:20])[O:15][C:16]([CH3:19])([CH3:18])[CH3:17])[CH2:10][CH2:11][OH:12])=[CH:4][CH:3]=1.C([Sn](CCCC)(CCCC)[C:26]([O:28][CH2:29][CH3:30])=[CH2:27])CCC. The catalyst is O1CCOCC1.Cl[Pd](Cl)([P](C1C=CC=CC=1)(C1C=CC=CC=1)C1C=CC=CC=1)[P](C1C=CC=CC=1)(C1C=CC=CC=1)C1C=CC=CC=1. The product is [CH2:29]([O:28][C:26]([C:2]1[CH:7]=[CH:6][C:5]([CH2:8][C@H:9]([NH:13][C:14](=[O:20])[O:15][C:16]([CH3:19])([CH3:18])[CH3:17])[CH2:10][CH2:11][OH:12])=[CH:4][CH:3]=1)=[CH2:27])[CH3:30]. The yield is 0.770. (2) The reactants are Cl[C:2]1[C:7]([C:8]#[N:9])=[CH:6][N:5]=[C:4]2[C:10]3[CH:16]=[CH:15][CH:14]=[C:13]([N+:17]([O-:19])=[O:18])[C:11]=3[S:12][C:3]=12.[Br:20][C:21]1[CH:22]=[C:23]([CH:25]=[CH:26][CH:27]=1)[NH2:24].Cl.N1C=CC=CC=1. The catalyst is CS(C)=O.C(Cl)(Cl)Cl. The product is [Br:20][C:21]1[CH:22]=[C:23]([CH:25]=[CH:26][CH:27]=1)[NH:24][C:2]1[C:7]([C:8]#[N:9])=[CH:6][N:5]=[C:4]2[C:10]3[CH:16]=[CH:15][CH:14]=[C:13]([N+:17]([O-:19])=[O:18])[C:11]=3[S:12][C:3]=12. The yield is 0.550. (3) The reactants are [CH2:1]([O:8][C:9]([N:11]1[CH2:15][CH2:14][CH2:13][CH:12]1[C:16]1[NH:17][C:18]([C:21]2[CH:26]=[CH:25][C:24](Br)=[CH:23][CH:22]=2)=[CH:19][N:20]=1)=[O:10])[C:2]1[CH:7]=[CH:6][CH:5]=[CH:4][CH:3]=1.[C:28]([O:32][C:33]([NH:35][C:36]1[CH:41]=[CH:40][C:39](B(O)O)=[CH:38][CH:37]=1)=[O:34])([CH3:31])([CH3:30])[CH3:29].C([O-])([O-])=O.[K+].[K+].N#N. The catalyst is C1C=CC([P]([Pd]([P](C2C=CC=CC=2)(C2C=CC=CC=2)C2C=CC=CC=2)([P](C2C=CC=CC=2)(C2C=CC=CC=2)C2C=CC=CC=2)[P](C2C=CC=CC=2)(C2C=CC=CC=2)C2C=CC=CC=2)(C2C=CC=CC=2)C2C=CC=CC=2)=CC=1.COCCOC. The product is [CH2:1]([O:8][C:9]([N:11]1[CH2:15][CH2:14][CH2:13][CH:12]1[C:16]1[NH:17][C:18]([C:21]2[CH:26]=[CH:25][C:24]([C:39]3[CH:38]=[CH:37][C:36]([NH:35][C:33]([O:32][C:28]([CH3:31])([CH3:30])[CH3:29])=[O:34])=[CH:41][CH:40]=3)=[CH:23][CH:22]=2)=[CH:19][N:20]=1)=[O:10])[C:2]1[CH:7]=[CH:6][CH:5]=[CH:4][CH:3]=1. The yield is 0.410. (4) The reactants are [NH2:1][C:2]1[CH:3]=[C:4]([S:8][C:9]2[CH:10]=[CH:11][C:12]3[N:13]([CH:15]=[C:16]([NH:18][C:19]([CH:21]4[CH2:23][CH2:22]4)=[O:20])[N:17]=3)[N:14]=2)[CH:5]=[CH:6][CH:7]=1.[CH3:24][N:25]1[C:29]([C:30](Cl)=[O:31])=[CH:28][C:27]([CH3:33])=[N:26]1. The catalyst is CN1CCCC1=O.O. The product is [CH:21]1([C:19]([NH:18][C:16]2[N:17]=[C:12]3[CH:11]=[CH:10][C:9]([S:8][C:4]4[CH:3]=[C:2]([NH:1][C:30]([C:29]5[N:25]([CH3:24])[N:26]=[C:27]([CH3:33])[CH:28]=5)=[O:31])[CH:7]=[CH:6][CH:5]=4)=[N:14][N:13]3[CH:15]=2)=[O:20])[CH2:22][CH2:23]1. The yield is 0.910. (5) The yield is 0.740. The reactants are [O:1]=[C:2]1[N:10]([CH2:11][CH2:12][CH3:13])[C:9]2[N:8]=[C:7]([C:14]34[CH2:21][CH2:20][C:17]([CH:22]=[CH:23][C:24]([OH:26])=[O:25])([CH2:18][CH2:19]3)[CH2:16][CH2:15]4)[NH:6][C:5]=2[C:4](=[O:27])[N:3]1[CH2:28][CH2:29][CH3:30]. The product is [O:1]=[C:2]1[N:10]([CH2:11][CH2:12][CH3:13])[C:9]2[N:8]=[C:7]([C:14]34[CH2:21][CH2:20][C:17]([CH2:22][CH2:23][C:24]([OH:26])=[O:25])([CH2:18][CH2:19]3)[CH2:16][CH2:15]4)[NH:6][C:5]=2[C:4](=[O:27])[N:3]1[CH2:28][CH2:29][CH3:30]. The catalyst is CO.[Pd]. (6) The reactants are Cl[S:2]([N:5]=C=O)(=[O:4])=[O:3].S(Cl)(=O)(=O)N.[C:13]1([OH:19])[CH:18]=[CH:17][CH:16]=[CH:15][CH:14]=1.[Na+].[Cl-]. The catalyst is CN1C(=O)CCC1.C(O)=O. The product is [C:13]1([O:19][S:2](=[O:3])(=[O:4])[NH2:5])[CH:18]=[CH:17][CH:16]=[CH:15][CH:14]=1. The yield is 0.810. (7) The reactants are [OH:1][CH:2]1[CH:7]([NH:8][C:9](=[O:15])[O:10][C:11]([CH3:14])([CH3:13])[CH3:12])[CH:6]=[C:5]([C:16]2[CH:21]=[CH:20][N:19]=[CH:18][C:17]=2[N+:22]([O-:24])=[O:23])[CH2:4][CH:3]1[CH3:25].C(N(CC)CC)C.[CH3:33][S:34](Cl)(=[O:36])=[O:35].O. The catalyst is C(Cl)Cl. The product is [CH3:33][S:34]([O:1][CH:2]1[CH:3]([CH3:25])[CH2:4][C:5]([C:16]2[CH:21]=[CH:20][N:19]=[CH:18][C:17]=2[N+:22]([O-:24])=[O:23])=[CH:6][CH:7]1[NH:8][C:9]([O:10][C:11]([CH3:12])([CH3:13])[CH3:14])=[O:15])(=[O:36])=[O:35]. The yield is 0.650. (8) The reactants are [S:1]1[CH:5]=[CH:4][N:3]=[C:2]1[C:6]1[CH:13]=[CH:12][C:9]([CH:10]=[O:11])=[CH:8][CH:7]=1.C1(P(C2CCCCC2)C2CCCCC2)CCCCC1.C(O)(=O)C(C)(C)C.C(=O)([O-])[O-].[K+].[K+].Br[C:47]1[CH:52]=[CH:51][C:50]([O:53][CH2:54][CH2:55][CH2:56][CH2:57][CH2:58][CH2:59][CH3:60])=[CH:49][CH:48]=1. The catalyst is CC(N(C)C)=O.C([O-])(=O)C.[Pd+2].C([O-])(=O)C. The product is [CH2:54]([O:53][C:50]1[CH:49]=[CH:48][C:47]([C:5]2[S:1][C:2]([C:6]3[CH:7]=[CH:8][C:9]([CH:10]=[O:11])=[CH:12][CH:13]=3)=[N:3][CH:4]=2)=[CH:52][CH:51]=1)[CH2:55][CH2:56][CH2:57][CH2:58][CH2:59][CH3:60]. The yield is 0.370.